This data is from Full USPTO retrosynthesis dataset with 1.9M reactions from patents (1976-2016). The task is: Predict the reactants needed to synthesize the given product. (1) Given the product [Cl:1][C:2]1[N:7]=[C:6]([NH:26][C:17]2[CH:18]=[CH:19][C:20]([C:21]3[N:22]=[CH:23][S:24][CH:25]=3)=[C:15]([F:14])[CH:16]=2)[C:5]([C:9]([O:11][CH2:12][CH3:13])=[O:10])=[CH:4][N:3]=1, predict the reactants needed to synthesize it. The reactants are: [Cl:1][C:2]1[N:7]=[C:6](Cl)[C:5]([C:9]([O:11][CH2:12][CH3:13])=[O:10])=[CH:4][N:3]=1.[F:14][C:15]1[CH:16]=[C:17]([NH2:26])[CH:18]=[CH:19][C:20]=1[C:21]1[N:22]=[CH:23][S:24][CH:25]=1.CCN(C(C)C)C(C)C. (2) Given the product [Cl:1][C:2]1[N:7]=[C:6]([NH:12][C:13]2[CH:18]=[CH:17][CH:16]=[CH:15][C:14]=2[S:19]([NH:22][CH3:23])(=[O:21])=[O:20])[C:5]([N+:9]([O-:11])=[O:10])=[CH:4][N:3]=1, predict the reactants needed to synthesize it. The reactants are: [Cl:1][C:2]1[N:7]=[C:6](Cl)[C:5]([N+:9]([O-:11])=[O:10])=[CH:4][N:3]=1.[NH2:12][C:13]1[CH:18]=[CH:17][CH:16]=[CH:15][C:14]=1[S:19]([NH:22][CH3:23])(=[O:21])=[O:20].